Dataset: Forward reaction prediction with 1.9M reactions from USPTO patents (1976-2016). Task: Predict the product of the given reaction. (1) Given the reactants C([Li])CCC.C(NC(C)C)(C)C.[F:13][C:14]1[CH:19]=[CH:18][C:17]([CH3:20])=[CH:16][N:15]=1.C([O:24][B:25](OC(C)C)[O:26]C(C)C)(C)C, predict the reaction product. The product is: [F:13][C:14]1[C:19]([B:25]([OH:26])[OH:24])=[CH:18][C:17]([CH3:20])=[CH:16][N:15]=1. (2) Given the reactants [Br:1][C:2]1[CH:3]=[C:4]([NH2:17])[C:5]([N:8]([CH2:13][CH:14]([CH3:16])[CH3:15])[CH2:9][CH:10]([CH3:12])[CH3:11])=[CH:6][CH:7]=1.[N:18]([C:21]1[CH:26]=[CH:25][C:24]([CH3:27])=[CH:23][CH:22]=1)=[C:19]=[O:20], predict the reaction product. The product is: [Br:1][C:2]1[CH:7]=[CH:6][C:5]([N:8]([CH2:13][CH:14]([CH3:16])[CH3:15])[CH2:9][CH:10]([CH3:12])[CH3:11])=[C:4]([NH:17][C:19]([NH:18][C:21]2[CH:26]=[CH:25][C:24]([CH3:27])=[CH:23][CH:22]=2)=[O:20])[CH:3]=1. (3) Given the reactants [CH3:1][C:2]1([CH2:8][O:9][C:10]2[CH:18]=[CH:17][C:13]([C:14](O)=[O:15])=[CH:12][CH:11]=2)[CH2:7][CH2:6][CH2:5][CH2:4][CH2:3]1.S(Cl)(Cl)=O.C[N:24](C=O)C, predict the reaction product. The product is: [CH3:1][C:2]1([CH2:8][O:9][C:10]2[CH:18]=[CH:17][C:13]([C:14]([NH2:24])=[O:15])=[CH:12][CH:11]=2)[CH2:7][CH2:6][CH2:5][CH2:4][CH2:3]1. (4) Given the reactants C[O:2][C:3](=[O:32])[CH2:4][N:5]1[C:13]2[C:8](=[CH:9][C:10]([S:14][CH2:15][C:16]3[S:20][C:19]([C:21]4[CH:26]=[CH:25][C:24]([C:27]([F:30])([F:29])[F:28])=[CH:23][CH:22]=4)=[N:18][C:17]=3[CH3:31])=[CH:11][CH:12]=2)[CH2:7][CH2:6]1.COC(=O)CN1C2C(=CC(S)=CC=2)CC1.COC(=O)CN1C2C(=CC(SCC3SC(C4C=CC(C(F)(F)F)=CC=4)=NC=3C)=CC=2)C=C1.ClC1C(=O)C(=O)C(Cl)=C(Cl)C=1Cl, predict the reaction product. The product is: [CH3:31][C:17]1[N:18]=[C:19]([C:21]2[CH:22]=[CH:23][C:24]([C:27]([F:30])([F:28])[F:29])=[CH:25][CH:26]=2)[S:20][C:16]=1[CH2:15][S:14][C:10]1[CH:9]=[C:8]2[C:13](=[CH:12][CH:11]=1)[N:5]([CH2:4][C:3]([OH:32])=[O:2])[CH:6]=[CH:7]2.